Dataset: Peptide-MHC class I binding affinity with 185,985 pairs from IEDB/IMGT. Task: Regression. Given a peptide amino acid sequence and an MHC pseudo amino acid sequence, predict their binding affinity value. This is MHC class I binding data. (1) The MHC is HLA-B40:01 with pseudo-sequence HLA-B40:01. The binding affinity (normalized) is 0.154. The peptide sequence is THIVRGRDL. (2) The binding affinity (normalized) is 0.113. The peptide sequence is NIFRGSYL. The MHC is H-2-Db with pseudo-sequence H-2-Db. (3) The peptide sequence is LIFHFFLFLL. The MHC is HLA-A02:02 with pseudo-sequence HLA-A02:02. The binding affinity (normalized) is 0.326. (4) The peptide sequence is QLVESGGGL. The MHC is HLA-A02:02 with pseudo-sequence HLA-A02:02. The binding affinity (normalized) is 0.424. (5) The peptide sequence is IMAYVNQAHH. The MHC is HLA-A31:01 with pseudo-sequence HLA-A31:01. The binding affinity (normalized) is 0.351. (6) The peptide sequence is HTVGLGQGY. The MHC is HLA-B39:01 with pseudo-sequence HLA-B39:01. The binding affinity (normalized) is 0.0847. (7) The peptide sequence is SHDLAPQFL. The MHC is HLA-B27:03 with pseudo-sequence HLA-B27:03. The binding affinity (normalized) is 0.0847.